From a dataset of Peptide-MHC class I binding affinity with 185,985 pairs from IEDB/IMGT. Regression. Given a peptide amino acid sequence and an MHC pseudo amino acid sequence, predict their binding affinity value. This is MHC class I binding data. (1) The peptide sequence is SVMNFIPII. The MHC is HLA-A02:06 with pseudo-sequence HLA-A02:06. The binding affinity (normalized) is 0.904. (2) The peptide sequence is TTPCSGSWL. The MHC is Mamu-A01 with pseudo-sequence Mamu-A01. The binding affinity (normalized) is 1.00. (3) The peptide sequence is GLYNRHRGR. The MHC is HLA-A02:11 with pseudo-sequence HLA-A02:11. The binding affinity (normalized) is 0.0847. (4) The peptide sequence is IVTRIVELL. The MHC is Mamu-A2201 with pseudo-sequence Mamu-A2201. The binding affinity (normalized) is 0.181.